This data is from Forward reaction prediction with 1.9M reactions from USPTO patents (1976-2016). The task is: Predict the product of the given reaction. (1) Given the reactants [CH2:1]([O:3][C:4]1[CH:5]=[C:6]([CH:9]=[CH:10][C:11]=1[OH:12])[CH:7]=[O:8])[CH3:2].C(=O)([O-])[O-].[K+].[K+].I[CH:20]([CH3:22])[CH3:21], predict the reaction product. The product is: [CH2:1]([O:3][C:4]1[CH:5]=[C:6]([CH:9]=[CH:10][C:11]=1[O:12][CH:20]([CH3:22])[CH3:21])[CH:7]=[O:8])[CH3:2]. (2) Given the reactants C([N:8](CC1C=CC=CC=1)[CH:9]([CH3:20])[C:10]([C:12]1[CH:17]=[CH:16][C:15]([O:18][CH3:19])=[CH:14][CH:13]=1)=[O:11])C1C=CC=CC=1.Cl, predict the reaction product. The product is: [NH2:8][CH:9]([CH3:20])[CH:10]([C:12]1[CH:17]=[CH:16][C:15]([O:18][CH3:19])=[CH:14][CH:13]=1)[OH:11]. (3) Given the reactants [F:1][C:2]1([F:40])[O:6][C:5]2[CH:7]=[CH:8][C:9]([C:11]3([C:14]([NH:16][C@H:17]4[CH2:22][C@@H:21]([C:23]5[CH:28]=[CH:27][CH:26]=[C:25]([O:29][CH3:30])[CH:24]=5)[O:20][C@@H:19]([C:31]5[CH:32]=[C:33]([CH:37]=[CH:38][CH:39]=5)[C:34]([OH:36])=[O:35])[CH2:18]4)=[O:15])[CH2:13][CH2:12]3)=[CH:10][C:4]=2[O:3]1, predict the reaction product. The product is: [C:2](=[O:6])=[O:3].[F:40][C:2]1([F:1])[O:6][C:5]2[CH:7]=[CH:8][C:9]([C:11]3([C:14]([NH:16][C@H:17]4[CH2:22][C@@H:21]([C:23]5[CH:28]=[CH:27][CH:26]=[C:25]([O:29][CH3:30])[CH:24]=5)[O:20][C@@H:19]([C:31]5[CH:32]=[C:33]([CH:37]=[CH:38][CH:39]=5)[C:34]([OH:36])=[O:35])[CH2:18]4)=[O:15])[CH2:12][CH2:13]3)=[CH:10][C:4]=2[O:3]1. (4) The product is: [O:4]1[CH2:5][CH:6]([CH2:8][NH:39][C:42](=[O:19])[O:36][CH2:29][C:30]2[CH:35]=[CH:34][CH:33]=[CH:32][CH:31]=2)[CH2:7][O:1][CH2:2][CH2:3]1. Given the reactants [O:1]1[CH2:7][CH:6]([CH2:8]C(O)=O)[CH2:5][O:4][CH2:3][CH2:2]1.C1(P(N=[N+]=[N-])(C2C=CC=CC=2)=[O:19])C=CC=CC=1.[CH2:29]([OH:36])[C:30]1[CH:35]=[CH:34][CH:33]=[CH:32][CH:31]=1.C([N:39]([CH2:42]C)CC)C, predict the reaction product. (5) Given the reactants C[C:2]1([OH:19])[CH:14]=[CH:13][C:12]2[NH:11][C:10]3[C:9]4[CH:15]=[CH:16][CH:17]=[CH:18][C:8]=4[S:7][CH2:6][C:5]=3[C:4]=2[CH2:3]1.[CH3:20][S:21](Cl)(=[O:23])=[O:22].N1C=CC=C[CH:26]=1, predict the reaction product. The product is: [CH3:26][N:11]1[C:10]2[C:9]3[CH:15]=[CH:16][CH:17]=[CH:18][C:8]=3[S:7][CH2:6][C:5]=2[C:4]2[C:12]1=[CH:13][CH:14]=[C:2]([O:19][S:21]([CH3:20])(=[O:23])=[O:22])[CH:3]=2. (6) Given the reactants [O:1]1[C:5]2[CH:6]=[CH:7][C:8]([C:10]3[O:11][C:12]([CH2:15][S:16][C:17]4[CH:22]=[CH:21][CH:20]=[C:19]([F:23])[CH:18]=4)=[N:13][N:14]=3)=[CH:9][C:4]=2[CH2:3][CH2:2]1.ClC1C=CC=C(C(OO)=[O:32])C=1.S([O-])([O-])(=O)=S.[Na+].[Na+], predict the reaction product. The product is: [O:1]1[C:5]2[CH:6]=[CH:7][C:8]([C:10]3[O:11][C:12]([CH2:15][S:16]([C:17]4[CH:22]=[CH:21][CH:20]=[C:19]([F:23])[CH:18]=4)=[O:32])=[N:13][N:14]=3)=[CH:9][C:4]=2[CH2:3][CH2:2]1. (7) Given the reactants [Br:1][C:2]1[C:7]([F:8])=[CH:6][CH:5]=[CH:4][C:3]=1[NH:9][C:10](=O)[CH:11]=[CH:12]C1C=CC=CC=1.[Al+3].[Cl-:21].[Cl-].[Cl-].BrC1C(F)=CC=C2C=1NC(=O)C=C2, predict the reaction product. The product is: [Br:1][C:2]1[C:7]([F:8])=[CH:6][CH:5]=[C:4]2[C:3]=1[N:9]=[C:10]([Cl:21])[CH:11]=[CH:12]2. (8) Given the reactants Br[CH2:2][C:3]1[C:7]2[N:8]=[CH:9][N:10]=[C:11]([Cl:12])[C:6]=2[S:5][CH:4]=1.[C:13]([O-:16])(=[O:15])[CH3:14].[Na+].[I-].[K+].C(OCC)(=O)C, predict the reaction product. The product is: [C:13]([O:16][CH2:2][C:3]1[C:7]2[N:8]=[CH:9][N:10]=[C:11]([Cl:12])[C:6]=2[S:5][CH:4]=1)(=[O:15])[CH3:14]. (9) The product is: [Cl:1][C:2]1[CH:9]=[CH:8][C:5]([CH:6]=[O:7])=[C:4]([O:20][C:13]2[C:14]([O:18][CH3:19])=[CH:15][CH:16]=[CH:17][C:12]=2[F:11])[CH:3]=1. Given the reactants [Cl:1][C:2]1[CH:9]=[CH:8][C:5]([CH:6]=[O:7])=[C:4](F)[CH:3]=1.[F:11][C:12]1[CH:17]=[CH:16][CH:15]=[C:14]([O:18][CH3:19])[C:13]=1[OH:20].C(=O)([O-])[O-].[Cs+].[Cs+], predict the reaction product.